Dataset: Merck oncology drug combination screen with 23,052 pairs across 39 cell lines. Task: Regression. Given two drug SMILES strings and cell line genomic features, predict the synergy score measuring deviation from expected non-interaction effect. (1) Drug 1: CCC1=CC2CN(C1)Cc1c([nH]c3ccccc13)C(C(=O)OC)(c1cc3c(cc1OC)N(C)C1C(O)(C(=O)OC)C(OC(C)=O)C4(CC)C=CCN5CCC31C54)C2. Drug 2: CCN(CC)CCNC(=O)c1c(C)[nH]c(C=C2C(=O)Nc3ccc(F)cc32)c1C. Cell line: UACC62. Synergy scores: synergy=-10.7. (2) Drug 1: CN1C(=O)C=CC2(C)C3CCC4(C)C(NC(=O)OCC(F)(F)F)CCC4C3CCC12. Drug 2: CNC(=O)c1cc(Oc2ccc(NC(=O)Nc3ccc(Cl)c(C(F)(F)F)c3)cc2)ccn1. Synergy scores: synergy=17.8. Cell line: DLD1.